This data is from Reaction yield outcomes from USPTO patents with 853,638 reactions. The task is: Predict the reaction yield, written as a fraction of the theoretical maximum amount of product (1.0 means a 100% yield; for example, 0.34 means a 34% yield). (1) The catalyst is O1CCOCC1.CCOC(C)=O.[Cu]I. The product is [F:1][C:2]1[CH:7]=[CH:6][C:5]([N:8]2[CH2:13][CH2:12][N:11]3[N:14]=[C:15]([CH2:17][O:18][C:21]4[CH:22]=[N:23][CH:24]=[CH:25][CH:26]=4)[CH:16]=[C:10]3[C:9]2=[O:19])=[CH:4][CH:3]=1. The yield is 0.110. The reactants are [F:1][C:2]1[CH:7]=[CH:6][C:5]([N:8]2[CH2:13][CH2:12][N:11]3[N:14]=[C:15]([CH2:17][OH:18])[CH:16]=[C:10]3[C:9]2=[O:19])=[CH:4][CH:3]=1.Br[C:21]1[CH:22]=[N:23][CH:24]=[CH:25][CH:26]=1.C(=O)([O-])[O-].[Cs+].[Cs+].CN(C)CC(O)=O. (2) The reactants are [Br:1][C:2]1[CH:3]=[C:4]([CH:9]2[C:18]3[C:17](=O)[NH:16][CH:15]=[CH:14][C:13]=3[NH:12][C:11]([CH3:20])=[C:10]2[C:21]([O:23][CH3:24])=[O:22])[CH:5]=[CH:6][C:7]=1[F:8].P(Cl)(Cl)([Cl:27])=O.C(=O)([O-])[O-].[K+].[K+].ClCCl. The catalyst is CO. The product is [Br:1][C:2]1[CH:3]=[C:4]([CH:9]2[C:18]3[C:13](=[CH:14][CH:15]=[N:16][C:17]=3[Cl:27])[NH:12][C:11]([CH3:20])=[C:10]2[C:21]([O:23][CH3:24])=[O:22])[CH:5]=[CH:6][C:7]=1[F:8]. The yield is 0.200. (3) The reactants are Cl[CH2:2][CH2:3][CH2:4][O:5][C:6]1[CH:11]=[CH:10][C:9]([C:12]2[O:13][C:14]([C:24]([O:26][CH2:27][CH3:28])=[O:25])=[C:15]([CH2:17][N:18]3[CH2:23][CH2:22][CH2:21][CH2:20][CH2:19]3)[N:16]=2)=[CH:8][CH:7]=1.C(=O)([O-])[O-].[K+].[K+].[CH3:35][CH:36]1[CH2:40][CH2:39][CH2:38][NH:37]1.C(OCC)(=O)C. The catalyst is C(#N)C. The product is [CH3:35][CH:36]1[CH2:40][CH2:39][CH2:38][N:37]1[CH2:2][CH2:3][CH2:4][O:5][C:6]1[CH:11]=[CH:10][C:9]([C:12]2[O:13][C:14]([C:24]([O:26][CH2:27][CH3:28])=[O:25])=[C:15]([CH2:17][N:18]3[CH2:23][CH2:22][CH2:21][CH2:20][CH2:19]3)[N:16]=2)=[CH:8][CH:7]=1. The yield is 0.360. (4) The reactants are [CH3:1][C@@H:2]1[CH2:6][CH2:5][CH2:4][NH:3]1.C(=O)([O-])[O-].[Cs+].[Cs+].Cl[CH2:14][CH2:15][O:16][C:17]1[CH:22]=[CH:21][C:20]([I:23])=[CH:19][CH:18]=1. The catalyst is C(#N)C. The product is [I:23][C:20]1[CH:21]=[CH:22][C:17]([O:16][CH2:15][CH2:14][N:3]2[CH2:4][CH2:5][CH2:6][C@H:2]2[CH3:1])=[CH:18][CH:19]=1. The yield is 0.780. (5) The yield is 1.00. The product is [C:12]([O:11][C:9]([NH:16][CH2:17][CH2:18][CH2:19][OH:20])=[O:10])([CH3:13])([CH3:14])[CH3:15]. The catalyst is C(Cl)Cl.CCOCC. The reactants are [CH3:13][C:12]([O:11][C:9](O[C:9]([O:11][C:12]([CH3:15])([CH3:14])[CH3:13])=[O:10])=[O:10])([CH3:15])[CH3:14].[NH2:16][CH2:17][CH2:18][CH2:19][OH:20].CCOCC.CCOC(C)=O.